Dataset: Forward reaction prediction with 1.9M reactions from USPTO patents (1976-2016). Task: Predict the product of the given reaction. (1) Given the reactants [NH:1]1[CH2:6][CH2:5][CH:4]([NH:7][C:8]2[O:9][C:10]3[C:11]([CH2:17][OH:18])=[N:12][CH:13]=[CH:14][C:15]=3[N:16]=2)[CH2:3][CH2:2]1.[CH:19]([O:22][C:23]1[CH:24]=[C:25]([CH:28]=[C:29]([O:31][CH:32]([CH3:34])[CH3:33])[CH:30]=1)[CH:26]=O)([CH3:21])[CH3:20].OC1C=C(C=C(O)C=1)C=O.IC(C)C.C([O-])([O-])=O.[K+].[K+].C([BH3-])#N.[Na+].C(N(C(C)C)C(C)C)C, predict the reaction product. The product is: [CH:32]([O:31][C:29]1[CH:28]=[C:25]([CH:24]=[C:23]([O:22][CH:19]([CH3:21])[CH3:20])[CH:30]=1)[CH2:26][N:1]1[CH2:2][CH2:3][CH:4]([NH:7][C:8]2[O:9][C:10]3[C:11]([CH2:17][OH:18])=[N:12][CH:13]=[CH:14][C:15]=3[N:16]=2)[CH2:5][CH2:6]1)([CH3:33])[CH3:34]. (2) Given the reactants C(OC(=O)[NH:10]/[C:11](/[N:23]1[CH2:32][CH2:31][C:30]2[C:25](=[CH:26][C:27]([O:33][CH2:34][CH2:35][NH:36][S:37]([CH2:40][CH2:41][CH3:42])(=[O:39])=[O:38])=[CH:28][CH:29]=2)[CH:24]1[C:43]1([C:47]2[CH:52]=[CH:51][C:50]([F:53])=[CH:49][CH:48]=2)[CH2:46][CH2:45][CH2:44]1)=[N:12]\C(=O)OCC1C=CC=CC=1)C1C=CC=CC=1.[C:55]([OH:58])(=[O:57])[CH3:56].[H][H], predict the reaction product. The product is: [C:55]([OH:58])(=[O:57])[CH3:56].[F:53][C:50]1[CH:51]=[CH:52][C:47]([C:43]2([CH:24]3[C:25]4[C:30](=[CH:29][CH:28]=[C:27]([O:33][CH2:34][CH2:35][NH:36][S:37]([CH2:40][CH2:41][CH3:42])(=[O:39])=[O:38])[CH:26]=4)[CH2:31][CH2:32][N:23]3[C:11](=[NH:10])[NH2:12])[CH2:46][CH2:45][CH2:44]2)=[CH:48][CH:49]=1. (3) Given the reactants Br[C:2]1[CH:3]=[CH:4][CH:5]=[C:6]2[C:11]=1[N:10]=[CH:9][CH:8]=[CH:7]2.C([Sn](CCCC)(CCCC)[C:17]([O:19]CC)=[CH2:18])CCC, predict the reaction product. The product is: [N:10]1[C:11]2[C:6](=[CH:5][CH:4]=[CH:3][C:2]=2[C:17](=[O:19])[CH3:18])[CH:7]=[CH:8][CH:9]=1. (4) Given the reactants [F:1][C:2]1([F:22])[CH:5]([C:6]2[CH:11]=[CH:10][CH:9]=[CH:8][CH:7]=2)[N:4]([CH2:12][C:13]2[CH:18]=[CH:17][C:16]([O:19][CH3:20])=[CH:15][CH:14]=2)[C:3]1=[O:21].[NH3:23], predict the reaction product. The product is: [F:1][C:2]([F:22])([CH:5]([NH:4][CH2:12][C:13]1[CH:18]=[CH:17][C:16]([O:19][CH3:20])=[CH:15][CH:14]=1)[C:6]1[CH:11]=[CH:10][CH:9]=[CH:8][CH:7]=1)[C:3]([NH2:23])=[O:21].